From a dataset of Full USPTO retrosynthesis dataset with 1.9M reactions from patents (1976-2016). Predict the reactants needed to synthesize the given product. (1) Given the product [C:1]([C:5]1[N:6]=[C:7]([N:24]2[CH2:28][CH:27]([CH3:29])[CH2:26][C:25]2([CH3:31])[CH3:30])[C:8]([C:9]([NH:11][S:12]([C:15]2[CH:20]=[CH:19][CH:18]=[C:17]([O:41][CH2:40][C:37]3[CH:38]=[CH:39][C:34]([O:33][CH3:32])=[CH:35][CH:36]=3)[N:16]=2)(=[O:14])=[O:13])=[O:10])=[CH:22][CH:23]=1)([CH3:4])([CH3:3])[CH3:2], predict the reactants needed to synthesize it. The reactants are: [C:1]([C:5]1[CH:23]=[CH:22][C:8]([C:9]([NH:11][S:12]([C:15]2[CH:20]=[CH:19][CH:18]=[C:17](Cl)[N:16]=2)(=[O:14])=[O:13])=[O:10])=[C:7]([N:24]2[CH2:28][CH:27]([CH3:29])[CH2:26][C:25]2([CH3:31])[CH3:30])[N:6]=1)([CH3:4])([CH3:3])[CH3:2].[CH3:32][O:33][C:34]1[CH:39]=[CH:38][C:37]([CH2:40][OH:41])=[CH:36][CH:35]=1.C(=O)([O-])[O-].[Cs+].[Cs+].Cl. (2) Given the product [OH:26][C@@H:13]1[CH:12]2[CH:11]([CH2:10][CH2:9][C:8]3[C@:2]2([CH3:1])[CH2:3][CH2:4][C:5](=[O:6])[CH:7]=3)[CH:16]2[C@@:15]([CH3:25])([C@@:19]([OH:24])([C:20]([OH:28])=[O:21])[CH2:18][CH2:17]2)[CH2:14]1, predict the reactants needed to synthesize it. The reactants are: [CH3:1][C@@:2]12[C@H:12]3[C@@H:13]([OH:26])[CH2:14][C@:15]4([CH3:25])[C@@:19]([OH:24])([C:20](CO)=[O:21])[CH2:18][CH2:17][C@H:16]4[C@@H:11]3[CH2:10][CH2:9][C:8]1=[CH:7][C:5](=[O:6])[CH2:4][CH2:3]2.C[OH:28]. (3) Given the product [CH3:20][N:9]1[C:10]2[C:15](=[CH:14][CH:13]=[C:12]([C:16]([O:18][CH3:19])=[O:17])[CH:11]=2)[C:7]([C:21]2[CH:26]=[CH:25][CH:24]=[CH:23][CH:22]=2)=[N:8]1, predict the reactants needed to synthesize it. The reactants are: C1COCC1.I[C:7]1[C:15]2[C:10](=[CH:11][C:12]([C:16]([O:18][CH3:19])=[O:17])=[CH:13][CH:14]=2)[N:9]([CH3:20])[N:8]=1.[C:21]1(OB(O)O)[CH:26]=[CH:25][CH:24]=[CH:23][CH:22]=1.C([O-])([O-])=O.[K+].[K+]. (4) Given the product [NH:26]1[C:23]([C:20]2[N:21]=[CH:22][C:17]([C:7]3[N:6]4[CH:25]=[C:3]([CH2:2][OH:1])[N:4]=[C:5]4[C:10]([N:11]4[CH2:16][CH2:15][O:14][CH2:13][CH2:12]4)=[N:9][CH:8]=3)=[CH:18][CH:19]=2)=[N:24][N:28]=[N:27]1, predict the reactants needed to synthesize it. The reactants are: [OH:1][CH2:2][C:3]1[N:4]=[C:5]2[C:10]([N:11]3[CH2:16][CH2:15][O:14][CH2:13][CH2:12]3)=[N:9][CH:8]=[C:7]([C:17]3[CH:18]=[CH:19][C:20]([C:23]#[N:24])=[N:21][CH:22]=3)[N:6]2[CH:25]=1.[N-:26]=[N+:27]=[N-:28].[Na+].Cl.C(N(CC)CC)C.